This data is from Reaction yield outcomes from USPTO patents with 853,638 reactions. The task is: Predict the reaction yield, written as a fraction of the theoretical maximum amount of product (1.0 means a 100% yield; for example, 0.34 means a 34% yield). (1) The reactants are C([O:8][C:9]1[N:10]=[N:11][C:12]([C:23]#[C:24][C:25]2[CH:30]=[CH:29][CH:28]=[C:27]([C:31]([F:34])([F:33])[F:32])[CH:26]=2)=[CH:13][C:14]=1[O:15]CC1C=CC=CC=1)C1C=CC=CC=1. The catalyst is CO.O1CCCC1. The product is [OH:15][C:14]1[C:9](=[O:8])[NH:10][N:11]=[C:12]([CH2:23][CH2:24][C:25]2[CH:30]=[CH:29][CH:28]=[C:27]([C:31]([F:33])([F:32])[F:34])[CH:26]=2)[CH:13]=1. The yield is 0.270. (2) The reactants are Br[C:2]1[CH:3]=[N:4][CH:5]=[CH:6][C:7]=1[C:8]([O:10][CH3:11])=[O:9].[CH2:12]([Zn]CC)[CH3:13].O.Cl. The catalyst is O1CCOCC1. The product is [CH2:12]([C:2]1[CH:3]=[N:4][CH:5]=[CH:6][C:7]=1[C:8]([O:10][CH3:11])=[O:9])[CH3:13]. The yield is 0.190. (3) The reactants are [Cl:1][C:2]1[CH:3]=[CH:4][C:5]2[N:11]([CH3:12])[C:10](=[O:13])[CH:9]([NH:14][C:15]([NH:17][C:18]3[C:27]4[C:22](=[CH:23][CH:24]=[CH:25][CH:26]=4)[C:21]([N:28]4[CH2:33][CH2:32][O:31][CH2:30][CH2:29]4)=[CH:20][CH:19]=3)=S)[N:8]=[C:7]([C:34]3[CH:39]=[CH:38][CH:37]=[CH:36][C:35]=3[Cl:40])[C:6]=2[CH:41]=1.[Na+].[Na+].[N:44]#[C:45][NH-:46].N#C[NH-]. The catalyst is ClCCl.[O-]S(C(F)(F)F)(=O)=O.[Ag+]. The product is [Cl:1][C:2]1[CH:3]=[CH:4][C:5]2[N:11]([CH3:12])[C:10](=[O:13])[CH:9]([NH:14][C:15]([NH:17][C:18]3[C:27]4[C:22](=[CH:23][CH:24]=[CH:25][CH:26]=4)[C:21]([N:28]4[CH2:33][CH2:32][O:31][CH2:30][CH2:29]4)=[CH:20][CH:19]=3)=[N:46][C:45]#[N:44])[N:8]=[C:7]([C:34]3[CH:39]=[CH:38][CH:37]=[CH:36][C:35]=3[Cl:40])[C:6]=2[CH:41]=1. The yield is 3.80. (4) The reactants are C([O:8][C:9]1[CH:18]=[C:17]2[C:12]([C:13]([O:19][C:20]3[C:21]([C:28]4[S:29][C:30]([CH3:34])=[C:31]([CH3:33])[N:32]=4)=[N:22][C:23]([CH3:27])=[C:24]([CH3:26])[CH:25]=3)=[CH:14][CH:15]=[N:16]2)=[CH:11][C:10]=1[O:35][CH3:36])C1C=CC=CC=1.CS(O)(=O)=O. The catalyst is FC(F)(F)C(O)=O. The product is [CH3:33][C:31]1[N:32]=[C:28]([C:21]2[C:20]([O:19][C:13]3[C:12]4[C:17](=[CH:18][C:9]([OH:8])=[C:10]([O:35][CH3:36])[CH:11]=4)[N:16]=[CH:15][CH:14]=3)=[CH:25][C:24]([CH3:26])=[C:23]([CH3:27])[N:22]=2)[S:29][C:30]=1[CH3:34]. The yield is 0.910. (5) The product is [CH3:1][O:2][C:3]1[CH:8]=[C:7]([O:9][C:10]2[CH:17]=[C:14]([NH:15][CH3:16])[C:13]([NH2:18])=[CH:12][CH:11]=2)[CH:6]=[C:5]([CH3:21])[N:4]=1. The reactants are [CH3:1][O:2][C:3]1[CH:8]=[C:7]([O:9][C:10]2[CH:11]=[CH:12][C:13]([N+:18]([O-])=O)=[C:14]([CH:17]=2)[NH:15][CH3:16])[CH:6]=[C:5]([CH3:21])[N:4]=1.[Cl-].[NH4+].C(O)C. The catalyst is [Fe].O. The yield is 0.990. (6) The yield is 0.640. The catalyst is C1COCC1. The product is [Si:13]([O:12][C:7]1[CH:8]=[C:9]2[C:4](=[CH:5][CH:6]=1)[CH:3]=[C:2]([CH:28]=[O:29])[CH:11]=[CH:10]2)([C:16]([CH3:19])([CH3:18])[CH3:17])([CH3:15])[CH3:14]. The reactants are Br[C:2]1[CH:3]=[C:4]2[C:9](=[CH:10][CH:11]=1)[CH:8]=[C:7]([O:12][Si:13]([C:16]([CH3:19])([CH3:18])[CH3:17])([CH3:15])[CH3:14])[CH:6]=[CH:5]2.[Li]CCCC.CN([CH:28]=[O:29])C. (7) The reactants are O(C#COO)O.[CH2:7]1[C:10]2([CH2:13][NH:12][CH2:11]2)[CH2:9][N:8]1[C:14]([O:16][C:17]([CH3:20])([CH3:19])[CH3:18])=[O:15].CCN(C(C)C)C(C)C.Cl[C:31]1([C:43]2[CH:48]=[C:47]([O:49][CH3:50])[CH:46]=[CH:45][C:44]=2[O:51][CH2:52][CH3:53])[C:39]2[C:34](=[CH:35][CH:36]=[C:37]([C:40]#[N:41])[CH:38]=2)[NH:33][C:32]1=[O:42].O. The catalyst is C(Cl)Cl. The product is [C:17]([O:16][C:14]([N:8]1[CH2:9][C:10]2([CH2:13][N:12]([C:31]3([C:43]4[CH:48]=[C:47]([O:49][CH3:50])[CH:46]=[CH:45][C:44]=4[O:51][CH2:52][CH3:53])[C:39]4[C:34](=[CH:35][CH:36]=[C:37]([C:40]#[N:41])[CH:38]=4)[NH:33][C:32]3=[O:42])[CH2:11]2)[CH2:7]1)=[O:15])([CH3:20])([CH3:19])[CH3:18]. The yield is 0.850. (8) The reactants are [CH3:1][O:2][CH2:3][CH2:4][N:5]1[C:9](=[O:10])[C:8]([C:11]2[CH:16]=[CH:15][CH:14]=[CH:13][CH:12]=2)=[C:7]([NH:17][C:18]2[CH:23]=[CH:22][C:21]([O:24][CH3:25])=[CH:20][CH:19]=2)[C:6]1=O.COC1C=CC(P2(SP(C3C=CC(OC)=CC=3)(=S)S2)=[S:36])=CC=1. The catalyst is C1(C)C=CC=CC=1. The product is [CH3:1][O:2][CH2:3][CH2:4][N:5]1[C:6](=[S:36])[C:7]([NH:17][C:18]2[CH:23]=[CH:22][C:21]([O:24][CH3:25])=[CH:20][CH:19]=2)=[C:8]([C:11]2[CH:16]=[CH:15][CH:14]=[CH:13][CH:12]=2)[C:9]1=[O:10]. The yield is 0.610. (9) The reactants are [C:1]1(=O)[O:6][C:4](=[O:5])[C:3]2=[CH:7][CH:8]=[CH:9][CH:10]=[C:2]12.[C:12]1([Mg]Br)[CH:17]=[CH:16][CH:15]=[CH:14][CH:13]=1.Cl. The catalyst is C1C=CC=CC=1. The yield is 0.380. The product is [C:12]1([C:1]2([C:2]3[CH:3]=[CH:7][CH:8]=[CH:9][CH:10]=3)[C:2]3[C:3](=[CH:7][CH:8]=[CH:9][CH:10]=3)[C:4](=[O:5])[O:6]2)[CH:17]=[CH:16][CH:15]=[CH:14][CH:13]=1.